Dataset: Catalyst prediction with 721,799 reactions and 888 catalyst types from USPTO. Task: Predict which catalyst facilitates the given reaction. Reactant: [C:1]([NH:4][CH2:5][C:6]1[CH:7]=[C:8]([N:15]2[CH2:20][CH2:19][N:18]([C:21]([O:23][C:24]([CH3:27])([CH3:26])[CH3:25])=[O:22])[CH2:17][CH2:16]2)[CH:9]=[CH:10][C:11]=1[N+:12]([O-])=O)(=[O:3])[CH3:2]. Product: [C:24]([O:23][C:21]([N:18]1[CH2:19][CH2:20][N:15]([C:8]2[CH:9]=[CH:10][C:11]([NH2:12])=[C:6]([CH2:5][NH:4][C:1](=[O:3])[CH3:2])[CH:7]=2)[CH2:16][CH2:17]1)=[O:22])([CH3:27])([CH3:25])[CH3:26]. The catalyst class is: 319.